Dataset: NCI-60 drug combinations with 297,098 pairs across 59 cell lines. Task: Regression. Given two drug SMILES strings and cell line genomic features, predict the synergy score measuring deviation from expected non-interaction effect. Drug 1: CC1C(C(CC(O1)OC2CC(CC3=C2C(=C4C(=C3O)C(=O)C5=C(C4=O)C(=CC=C5)OC)O)(C(=O)CO)O)N)O.Cl. Drug 2: COC1=C2C(=CC3=C1OC=C3)C=CC(=O)O2. Cell line: MDA-MB-231. Synergy scores: CSS=8.96, Synergy_ZIP=-1.50, Synergy_Bliss=4.43, Synergy_Loewe=-22.6, Synergy_HSA=2.45.